This data is from Full USPTO retrosynthesis dataset with 1.9M reactions from patents (1976-2016). The task is: Predict the reactants needed to synthesize the given product. (1) Given the product [CH:14]([NH:17][C:18]([C@@H:20]1[C@H:25]([NH:26][C:27]2[C:32]([Cl:33])=[CH:31][N:30]=[C:29]3[NH:34][C:7]([C:6]4[S:5][C:4]([N:9]5[CH2:13][CH2:12][CH2:11][CH2:10]5)=[N:3][C:2]=4[Cl:1])=[N:35][C:28]=23)[C@@H:24]2[CH2:36][C@H:21]1[CH:22]=[CH:23]2)=[O:19])([CH3:16])[CH3:15], predict the reactants needed to synthesize it. The reactants are: [Cl:1][C:2]1[N:3]=[C:4]([N:9]2[CH2:13][CH2:12][CH2:11][CH2:10]2)[S:5][C:6]=1[CH:7]=O.[CH:14]([NH:17][C:18]([C@@H:20]1[C@H:25]([NH:26][C:27]2[C:32]([Cl:33])=[CH:31][N:30]=[C:29]([NH2:34])[C:28]=2[NH2:35])[C@@H:24]2[CH2:36][C@H:21]1[CH:22]=[CH:23]2)=[O:19])([CH3:16])[CH3:15].C([O-])(=O)C.[NH4+]. (2) Given the product [NH2:17][S:18]([NH:21][CH2:22][CH2:23][NH:24][C:25]1[C:29]([C:30](=[N:31][OH:32])[NH:34][C:35]2[CH:40]=[CH:39][C:38]([F:41])=[C:37]([Br:42])[CH:36]=2)=[N:28][O:27][N:26]=1)(=[O:19])=[O:20], predict the reactants needed to synthesize it. The reactants are: C1C2C(COC(=O)[NH:17][S:18]([NH:21][CH2:22][CH2:23][NH:24][C:25]3[C:29]([C:30]4[N:34]([C:35]5[CH:40]=[CH:39][C:38]([F:41])=[C:37]([Br:42])[CH:36]=5)C(=O)[O:32][N:31]=4)=[N:28][O:27][N:26]=3)(=[O:20])=[O:19])C3C(=CC=CC=3)C=2C=CC=1.C1COCC1.NCCN(CCN)CCN.Cl. (3) Given the product [Cl:1][C:2]1[N:7]=[C:6]([NH:8][CH3:9])[C:5]([CH2:10][NH:12][C:13]2[CH:14]=[C:15]([NH:20][C:21](=[O:32])[C:22]3[CH:27]=[CH:26][CH:25]=[C:24]([C:28]([F:29])([F:30])[F:31])[CH:23]=3)[CH:16]=[CH:17][C:18]=2[CH3:19])=[CH:4][N:3]=1, predict the reactants needed to synthesize it. The reactants are: [Cl:1][C:2]1[N:7]=[C:6]([NH:8][CH3:9])[C:5]([CH:10]=O)=[CH:4][N:3]=1.[NH2:12][C:13]1[CH:14]=[C:15]([NH:20][C:21](=[O:32])[C:22]2[CH:27]=[CH:26][CH:25]=[C:24]([C:28]([F:31])([F:30])[F:29])[CH:23]=2)[CH:16]=[CH:17][C:18]=1[CH3:19].C([BH3-])#N.[Na+].C(O)(=O)C. (4) The reactants are: Br[C:2]1[CH:3]=[CH:4][C:5]([F:11])=[C:6]2[C:10]=1[NH:9][CH:8]=[CH:7]2.C(Cl)Cl.[CH3:15][N:16](C=O)C. Given the product [F:11][C:5]1[CH:4]=[CH:3][C:2]([C:15]#[N:16])=[C:10]2[C:6]=1[CH:7]=[CH:8][NH:9]2, predict the reactants needed to synthesize it. (5) Given the product [CH3:26][N:9]1[C:10]2[C:6](=[CH:5][C:4]([N+:1]([O-:3])=[O:2])=[CH:12][CH:11]=2)[C:7]([C:18]2[CH:23]=[CH:22][CH:21]=[CH:20][CH:19]=2)=[C:8]1[C:13]([O:15][CH2:16][CH3:17])=[O:14], predict the reactants needed to synthesize it. The reactants are: [N+:1]([C:4]1[CH:5]=[C:6]2[C:10](=[CH:11][CH:12]=1)[NH:9][C:8]([C:13]([O:15][CH2:16][CH3:17])=[O:14])=[C:7]2[C:18]1[CH:23]=[CH:22][CH:21]=[CH:20][CH:19]=1)([O-:3])=[O:2].IC.[C:26]([O-])([O-])=O.[Cs+].[Cs+]. (6) Given the product [CH3:40][N:41]([CH3:49])[C:42]1[CH:47]=[CH:46][C:45]([NH:52][C:5]([NH:29][C:28]2[CH:30]=[CH:31][C:25]([C:23]3[N:24]=[C:19]([N:13]4[CH2:14][CH2:15][O:16][CH2:17][CH2:18]4)[C:20]4[N:34]=[N:33][N:32]([CH2:35][C:36]([F:38])([F:39])[F:37])[C:21]=4[N:22]=3)=[CH:26][CH:27]=2)=[O:11])=[CH:44][CH:43]=1, predict the reactants needed to synthesize it. The reactants are: ClC(Cl)(O[C:5](=[O:11])OC(Cl)(Cl)Cl)Cl.[N:13]1([C:19]2[C:20]3[N:34]=[N:33][N:32]([CH2:35][C:36]([F:39])([F:38])[F:37])[C:21]=3[N:22]=[C:23]([C:25]3[CH:31]=[CH:30][C:28]([NH2:29])=[CH:27][CH:26]=3)[N:24]=2)[CH2:18][CH2:17][O:16][CH2:15][CH2:14]1.[CH3:40][N:41]([CH3:49])[C:42]1[CH:47]=[CH:46][CH:45]=[CH:44][C:43]=1N.CC[N:52](CC)CC. (7) Given the product [F:17][C:11]1[CH:12]=[C:13]([F:16])[CH:14]=[CH:15][C:10]=1[C:8]1[O:9][C:5]2[CH:4]=[C:3]([N:23]([CH3:28])[S:24]([CH3:27])(=[O:26])=[O:25])[C:2]([B:29]3[O:33][C:32]([CH3:35])([CH3:34])[C:31]([CH3:37])([CH3:36])[O:30]3)=[CH:22][C:6]=2[C:7]=1[C:18]([NH:20][CH3:21])=[O:19], predict the reactants needed to synthesize it. The reactants are: Br[C:2]1[C:3]([N:23]([CH3:28])[S:24]([CH3:27])(=[O:26])=[O:25])=[CH:4][C:5]2[O:9][C:8]([C:10]3[CH:15]=[CH:14][C:13]([F:16])=[CH:12][C:11]=3[F:17])=[C:7]([C:18]([NH:20][CH3:21])=[O:19])[C:6]=2[CH:22]=1.[B:29]1([B:29]2[O:33][C:32]([CH3:35])([CH3:34])[C:31]([CH3:37])([CH3:36])[O:30]2)[O:33][C:32]([CH3:35])([CH3:34])[C:31]([CH3:37])([CH3:36])[O:30]1.CC([O-])=O.[K+].